Dataset: Forward reaction prediction with 1.9M reactions from USPTO patents (1976-2016). Task: Predict the product of the given reaction. (1) Given the reactants [Cl:1][C:2]1[N:10]=[C:9](Cl)[CH:8]=[CH:7][C:3]=1[C:4]([OH:6])=[O:5].[CH3:12][C:13](C)([O-:15])[CH3:14].[K+], predict the reaction product. The product is: [Cl:1][C:2]1[N:10]=[C:9]([O:15][CH:13]([CH3:14])[CH3:12])[CH:8]=[CH:7][C:3]=1[C:4]([OH:6])=[O:5]. (2) Given the reactants [CH3:1][O:2][C:3]1[CH:4]=[C:5](B(O)O)[CH:6]=[C:7]([O:11][CH3:12])[C:8]=1[O:9][CH3:10].Cl[C:17]1[CH:27]=[CH:26][C:20]([C:21]([O:23][CH2:24][CH3:25])=[O:22])=[CH:19][N:18]=1, predict the reaction product. The product is: [CH3:1][O:2][C:3]1[CH:4]=[C:5]([C:17]2[CH:27]=[CH:26][C:20]([C:21]([O:23][CH2:24][CH3:25])=[O:22])=[CH:19][N:18]=2)[CH:6]=[C:7]([O:11][CH3:12])[C:8]=1[O:9][CH3:10]. (3) Given the reactants Cl.C[O:3][C:4](=[O:16])[C@H:5]([NH2:15])[CH2:6][C:7]1[CH:12]=[CH:11][C:10]([Cl:13])=[CH:9][C:8]=1[Cl:14].[Cl:17][C:18]1[CH:26]=[CH:25][C:21]([C:22](O)=[O:23])=[C:20]([NH:27][S:28]([C:31]2[C:36]([F:37])=[CH:35][CH:34]=[CH:33][C:32]=2[F:38])(=[O:30])=[O:29])[CH:19]=1, predict the reaction product. The product is: [Cl:17][C:18]1[CH:26]=[CH:25][C:21]([C:22]([NH:15][CH:5]([CH2:6][C:7]2[CH:12]=[CH:11][C:10]([Cl:13])=[CH:9][C:8]=2[Cl:14])[C:4]([OH:3])=[O:16])=[O:23])=[C:20]([NH:27][S:28]([C:31]2[C:32]([F:38])=[CH:33][CH:34]=[CH:35][C:36]=2[F:37])(=[O:30])=[O:29])[CH:19]=1. (4) Given the reactants [CH:1](NC(C)C)(C)C.C([Li])CCC.[C:13]([Si:17]([CH3:29])([CH3:28])[O:18][CH:19]1[CH2:24][CH2:23][CH:22]([C:25]([OH:27])=[O:26])[CH2:21][CH2:20]1)([CH3:16])([CH3:15])[CH3:14].CI, predict the reaction product. The product is: [C:13]([Si:17]([CH3:29])([CH3:28])[O:18][CH:19]1[CH2:24][CH2:23][C:22]([CH3:1])([C:25]([OH:27])=[O:26])[CH2:21][CH2:20]1)([CH3:16])([CH3:15])[CH3:14]. (5) Given the reactants [NH:1]1[C:9]2[C:4](=[CH:5][C:6]([S:10]([NH2:13])(=[O:12])=[O:11])=[CH:7][CH:8]=2)[CH:3]=[CH:2]1.[Br:14]N1C(=O)CCC1=O, predict the reaction product. The product is: [Br:14][C:3]1[C:4]2[C:9](=[CH:8][CH:7]=[C:6]([S:10]([NH2:13])(=[O:11])=[O:12])[CH:5]=2)[NH:1][CH:2]=1. (6) Given the reactants [CH3:1][C:2]([C:4]1[CH:9]=[CH:8][CH:7]=[C:6]([O:10][C:11]([F:14])([F:13])[F:12])[CH:5]=1)=O.Cl.[OH-].[NH4+:17], predict the reaction product. The product is: [F:12][C:11]([F:14])([F:13])[O:10][C:6]1[CH:5]=[C:4]([CH:2]([NH2:17])[CH3:1])[CH:9]=[CH:8][CH:7]=1.